This data is from Reaction yield outcomes from USPTO patents with 853,638 reactions. The task is: Predict the reaction yield, written as a fraction of the theoretical maximum amount of product (1.0 means a 100% yield; for example, 0.34 means a 34% yield). (1) The reactants are [NH:1]1[CH2:5][CH2:4][CH:3]([CH2:6][CH2:7][CH2:8][OH:9])[CH2:2]1.C([O-])([O-])=O.[K+].[K+].[C:16](O[C:16]([O:18][C:19]([CH3:22])([CH3:21])[CH3:20])=[O:17])([O:18][C:19]([CH3:22])([CH3:21])[CH3:20])=[O:17].[NH4+].[Cl-]. The catalyst is C1COCC1.O. The product is [C:19]([O:18][C:16]([N:1]1[CH2:5][CH2:4][CH:3]([CH2:6][CH2:7][CH2:8][OH:9])[CH2:2]1)=[O:17])([CH3:22])([CH3:21])[CH3:20]. The yield is 0.560. (2) The reactants are [N:1]1[C:10]2[C:5](=[CH:6][C:7](C(O)=O)=[CH:8][CH:9]=2)[CH:4]=[N:3][CH:2]=1.[O:14]([C:21]1[CH:22]=C([CH:26]=[CH:27][CH:28]=1)CN)[C:15]1[CH:20]=[CH:19][CH:18]=[CH:17][CH:16]=1.F[P-](F)(F)(F)(F)F.N1([O:45][P+](N(C)C)(N(C)C)N(C)C)C2C=CC=CC=2N=N1.C([N:58]([CH2:61][CH3:62])[CH2:59]C)C. The catalyst is CN(C)C=O.O. The product is [O:14]([C:21]1[CH:22]=[C:62]([CH:26]=[CH:27][CH:28]=1)[CH2:61][NH:58][C:59]([C:2]1[N:3]=[CH:4][C:5]2[C:10](=[CH:9][CH:8]=[CH:7][CH:6]=2)[N:1]=1)=[O:45])[C:15]1[CH:20]=[CH:19][CH:18]=[CH:17][CH:16]=1. The yield is 0.500. (3) The reactants are C(OC(=O)[NH:7][C@H:8]1[CH2:16][CH2:15][CH2:14][C@H:13]([CH2:17][C:18]2[CH:23]=[CH:22][C:21]([CH3:24])=[CH:20][CH:19]=2)[C@@H:12]([O:25][C:26]2[CH:31]=[CH:30][CH:29]=[CH:28][CH:27]=2)[C@H:11]([CH3:32])[O:10][C:9]1=[O:33])(C)(C)C.[ClH:35].O1CCOCC1. The yield is 1.00. The product is [Cl-:35].[CH3:32][C@@H:11]1[O:10][C:9](=[O:33])[C@@H:8]([NH3+:7])[CH2:16][CH2:15][CH2:14][C@H:13]([CH2:17][C:18]2[CH:19]=[CH:20][C:21]([CH3:24])=[CH:22][CH:23]=2)[C@H:12]1[O:25][C:26]1[CH:27]=[CH:28][CH:29]=[CH:30][CH:31]=1. The catalyst is C(Cl)Cl. (4) The reactants are [S:1]1[C:5]([CH2:6][O:7][C:8]([NH:10][C@H:11]([CH2:33][C:34]2[CH:39]=[CH:38][CH:37]=[CH:36][CH:35]=2)[CH2:12][NH:13][CH2:14][C@@H:15]([NH:23][C:24]([O:26][CH2:27][C:28]2[S:32][CH:31]=[N:30][CH:29]=2)=[O:25])[CH2:16][C:17]2[CH:22]=[CH:21][CH:20]=[CH:19][CH:18]=2)=[O:9])=[CH:4][N:3]=[CH:2]1.C(N(CC)CC)C.[C:47](Cl)(=[O:49])[CH3:48].C(OCC)(=O)C. The catalyst is ClCCCl. The product is [C:47]([N:13]([CH2:14][C@H:15]([NH:23][C:24]([O:26][CH2:27][C:28]1[S:32][CH:31]=[N:30][CH:29]=1)=[O:25])[CH2:16][C:17]1[CH:18]=[CH:19][CH:20]=[CH:21][CH:22]=1)[CH2:12][C@@H:11]([NH:10][C:8]([O:7][CH2:6][C:5]1[S:1][CH:2]=[N:3][CH:4]=1)=[O:9])[CH2:33][C:34]1[CH:39]=[CH:38][CH:37]=[CH:36][CH:35]=1)(=[O:49])[CH3:48]. The yield is 0.600. (5) The reactants are C1(C)C=CC(C([C@@](C(O)=O)(O)[C@@](C(C2C=CC(C)=CC=2)=O)(O)C(O)=O)=O)=CC=1.[NH2:29][C@H:30]1[C:36]2[CH:37]=[CH:38][CH2:39][CH2:40][C:35]=2[CH2:34][CH2:33][N:32]([CH3:41])[C:31]1=[O:42]. The catalyst is [OH-].[Na+]. The product is [NH2:29][C@H:30]1[C:36]2[CH:37]=[CH:38][CH2:39][CH2:40][C:35]=2[CH2:34][CH2:33][N:32]([CH3:41])[C:31]1=[O:42]. The yield is 0.870.